The task is: Predict the product of the given reaction.. This data is from Forward reaction prediction with 1.9M reactions from USPTO patents (1976-2016). Given the reactants [NH:1]1[C:5]2[CH:6]=[CH:7][CH:8]=[CH:9][C:4]=2[N:3]=[N:2]1.Cl[C:11]1[C:16]([C:17]([O:19][CH3:20])=[O:18])=[CH:15][N:14]=[C:13]([Cl:21])[CH:12]=1, predict the reaction product. The product is: [N:1]1([C:11]2[C:16]([C:17]([O:19][CH3:20])=[O:18])=[CH:15][N:14]=[C:13]([Cl:21])[CH:12]=2)[C:5]2[CH:6]=[CH:7][CH:8]=[CH:9][C:4]=2[N:3]=[N:2]1.